From a dataset of Full USPTO retrosynthesis dataset with 1.9M reactions from patents (1976-2016). Predict the reactants needed to synthesize the given product. (1) The reactants are: [NH2:1][C:2]1[C:3]([CH3:18])=[C:4]([CH:15]=[CH:16][CH:17]=1)[C:5]([NH:7][C:8]1[CH:9]=[N:10][C:11]([NH2:14])=[N:12][CH:13]=1)=[O:6].CC1C=CC=CC=1C(N)=O.NC1C=CC(C)=C(C=1)C(NC1C=NC(N)=NC=1)=O.[F:47][C:48]([F:59])([F:58])[C:49]1[CH:50]=[C:51]([CH:55]=[CH:56][CH:57]=1)[C:52](Cl)=[O:53].CCN(CC)CC. Given the product [NH2:14][C:11]1[N:10]=[CH:9][C:8]([NH:7][C:5](=[O:6])[C:4]2[CH:15]=[CH:16][CH:17]=[C:2]([NH:1][C:52]([C:51]3[CH:55]=[CH:56][CH:57]=[C:49]([C:48]([F:47])([F:58])[F:59])[CH:50]=3)=[O:53])[C:3]=2[CH3:18])=[CH:13][N:12]=1, predict the reactants needed to synthesize it. (2) Given the product [ClH:4].[Cl:42][C:36]1[CH:37]=[CH:38][CH:39]=[C:40]([F:41])[C:35]=1[NH:34][C:33]([C@@H:24]1[C:25]2[C:30](=[CH:29][CH:28]=[CH:27][CH:26]=2)[CH2:31][CH2:32][N:23]1[C:21](=[O:22])[C@@H:17]([NH:16][C:15](=[O:44])[C@@H:13]([NH:11][CH3:10])[CH3:14])[CH:18]([CH3:19])[CH3:20])=[O:43], predict the reactants needed to synthesize it. The reactants are: C([Cl:4])(=O)C.C(O[C:10](=O)[N:11]([C@H:13]([C:15](=[O:44])[NH:16][C@H:17]([C:21]([N:23]1[CH2:32][CH2:31][C:30]2[C:25](=[CH:26][CH:27]=[CH:28][CH:29]=2)[C@H:24]1[C:33](=[O:43])[NH:34][C:35]1[C:40]([F:41])=[CH:39][CH:38]=[CH:37][C:36]=1[Cl:42])=[O:22])[CH:18]([CH3:20])[CH3:19])[CH3:14])C)(C)(C)C. (3) Given the product [Cl:1][C:2]1[CH:10]=[C:9]([Cl:11])[CH:8]=[C:7]([O:12][S:21]([C:20]([F:26])([F:25])[F:19])(=[O:23])=[O:22])[C:3]=1[C:4]([O:6][CH3:14])=[O:5], predict the reactants needed to synthesize it. The reactants are: [Cl:1][C:2]1[CH:10]=[C:9]([Cl:11])[CH:8]=[C:7]([OH:12])[C:3]=1[C:4]([O-:6])=[O:5].N1C=CC=C[CH:14]=1.[F:19][C:20]([F:26])([F:25])[S:21](O)(=[O:23])=[O:22].